This data is from Catalyst prediction with 721,799 reactions and 888 catalyst types from USPTO. The task is: Predict which catalyst facilitates the given reaction. (1) Reactant: Br[C:2]1[CH:10]=[CH:9][CH:8]=[C:7]2[C:3]=1[CH2:4][C:5](=[O:11])[NH:6]2.C(O)C.[CH3:15][N:16](C=O)C. Product: [C:15]([C:2]1[CH:10]=[CH:9][CH:8]=[C:7]2[C:3]=1[CH2:4][C:5](=[O:11])[NH:6]2)#[N:16]. The catalyst class is: 507. (2) Reactant: Br[C:2]1[CH:3]=[CH:4][C:5]([S:8]([C:11]2[CH:12]=[CH:13][C:14]([NH2:17])=[N:15][CH:16]=2)(=[O:10])=[O:9])=[N:6][CH:7]=1.[B:18]1([B:18]2[O:22][C:21]([CH3:24])([CH3:23])[C:20]([CH3:26])([CH3:25])[O:19]2)[O:22][C:21]([CH3:24])([CH3:23])[C:20]([CH3:26])([CH3:25])[O:19]1.C([O-])(=O)C.[K+]. Product: [CH3:25][C:20]1([CH3:26])[C:21]([CH3:24])([CH3:23])[O:22][B:18]([C:2]2[CH:3]=[CH:4][C:5]([S:8]([C:11]3[CH:12]=[CH:13][C:14]([NH2:17])=[N:15][CH:16]=3)(=[O:10])=[O:9])=[N:6][CH:7]=2)[O:19]1. The catalyst class is: 12. (3) Reactant: [F:1][C:2]1[CH:7]=[CH:6][C:5]([C:8](=[O:12])[CH2:9][C:10]#[N:11])=[CH:4][CH:3]=1.[S:13]1CC(O)S[CH2:15][CH:14]1O.C(NCC)C. Product: [NH2:11][C:10]1[S:13][CH:14]=[CH:15][C:9]=1[C:8]([C:5]1[CH:4]=[CH:3][C:2]([F:1])=[CH:7][CH:6]=1)=[O:12]. The catalyst class is: 8. (4) Reactant: [C:1]([S:20][CH2:21][CH2:22][NH:23][C:24]1[N:34]=[CH:33][CH:32]=[CH:31][C:25]=1[C:26]([O:28]CC)=[O:27])([C:14]1[CH:19]=[CH:18][CH:17]=[CH:16][CH:15]=1)([C:8]1[CH:13]=[CH:12][CH:11]=[CH:10][CH:9]=1)[C:2]1[CH:7]=[CH:6][CH:5]=[CH:4][CH:3]=1.CO.O.[Li+:38].[OH-]. Product: [C:1]([S:20][CH2:21][CH2:22][NH:23][C:24]1[N:34]=[CH:33][CH:32]=[CH:31][C:25]=1[C:26]([O-:28])=[O:27])([C:14]1[CH:19]=[CH:18][CH:17]=[CH:16][CH:15]=1)([C:8]1[CH:9]=[CH:10][CH:11]=[CH:12][CH:13]=1)[C:2]1[CH:7]=[CH:6][CH:5]=[CH:4][CH:3]=1.[Li+:38]. The catalyst class is: 1. (5) Product: [F:38][C:10]([F:37])([CH2:9][OH:8])[CH2:11][N:12]1[C:16]([C:17]2[CH:18]=[CH:19][C:20]([F:23])=[CH:21][CH:22]=2)=[C:15]([C:24]2[CH:25]=[CH:26][C:27]3[O:32][CH2:31][C:30](=[O:33])[NH:29][C:28]=3[C:34]=2[CH3:35])[C:14]([CH3:36])=[N:13]1. Reactant: C([O:8][CH2:9][C:10]([F:38])([F:37])[CH2:11][N:12]1[C:16]([C:17]2[CH:22]=[CH:21][C:20]([F:23])=[CH:19][CH:18]=2)=[C:15]([C:24]2[CH:25]=[CH:26][C:27]3[O:32][CH2:31][C:30](=[O:33])[NH:29][C:28]=3[C:34]=2[CH3:35])[C:14]([CH3:36])=[N:13]1)C1C=CC=CC=1. The catalyst class is: 178. (6) Reactant: [CH3:1][O:2][C:3](=[O:13])[CH2:4][CH2:5][C:6]1[CH:11]=[CH:10][C:9]([OH:12])=[CH:8][CH:7]=1.[Br:14]Br. Product: [CH3:1][O:2][C:3](=[O:13])[CH2:4][CH2:5][C:6]1[CH:11]=[CH:10][C:9]([OH:12])=[C:8]([Br:14])[CH:7]=1. The catalyst class is: 34.